Dataset: Forward reaction prediction with 1.9M reactions from USPTO patents (1976-2016). Task: Predict the product of the given reaction. Given the reactants [Cl:1][C:2]1[CH:3]=[C:4]([C:8]2[C:17]3[C:12](=[CH:13][CH:14]=[C:15]([O:18][CH3:19])[CH:16]=3)[CH2:11][CH2:10][CH:9]=2)[CH:5]=[CH:6][CH:7]=1, predict the reaction product. The product is: [Cl:1][C:2]1[CH:3]=[C:4]([CH:8]2[C:17]3[C:12](=[CH:13][CH:14]=[C:15]([O:18][CH3:19])[CH:16]=3)[CH2:11][CH2:10][CH2:9]2)[CH:5]=[CH:6][CH:7]=1.